From a dataset of Catalyst prediction with 721,799 reactions and 888 catalyst types from USPTO. Predict which catalyst facilitates the given reaction. (1) Reactant: C(=O)([O-])[O-].[K+].[K+].[Cl:7][C:8]1[CH:15]=[CH:14][C:11]([CH2:12]Br)=[CH:10][CH:9]=1.[C:16]([O:20][C:21]([NH:23][C:24]1([CH2:32][CH2:33][CH2:34][C:35]2[CH:40]=[CH:39][C:38]([O:41][C:42]3[CH:47]=[CH:46][CH:45]=[C:44]([OH:48])[CH:43]=3)=[CH:37][CH:36]=2)[CH2:29][O:28][C:27]([CH3:31])([CH3:30])[O:26][CH2:25]1)=[O:22])([CH3:19])([CH3:18])[CH3:17]. Product: [C:16]([O:20][C:21]([NH:23][C:24]1([CH2:32][CH2:33][CH2:34][C:35]2[CH:36]=[CH:37][C:38]([O:41][C:42]3[CH:47]=[CH:46][CH:45]=[C:44]([O:48][CH2:12][C:11]4[CH:14]=[CH:15][C:8]([Cl:7])=[CH:9][CH:10]=4)[CH:43]=3)=[CH:39][CH:40]=2)[CH2:29][O:28][C:27]([CH3:31])([CH3:30])[O:26][CH2:25]1)=[O:22])([CH3:17])([CH3:18])[CH3:19]. The catalyst class is: 3. (2) Product: [F:22][C:23]1[CH:28]=[C:27]([O:1][CH:2]2[CH2:3][CH2:4][N:5]([C:8]([O:10][C:11]([CH3:14])([CH3:13])[CH3:12])=[O:9])[CH2:6][CH2:7]2)[CH:26]=[N:25][CH:24]=1. The catalyst class is: 6. Reactant: [OH:1][CH:2]1[CH2:7][CH2:6][N:5]([C:8]([O:10][C:11]([CH3:14])([CH3:13])[CH3:12])=[O:9])[CH2:4][CH2:3]1.CN(C)C=O.[H-].[Na+].[F:22][C:23]1[CH:24]=[N:25][CH:26]=[C:27](F)[CH:28]=1. (3) The catalyst class is: 3. Reactant: [CH2:1]([S:3]([O-:6])(=[O:5])=[O:4])[CH3:2].Br[CH2:8][CH2:9][O:10][C:11]1[CH:16]=[CH:15][C:14]([O:17]CCBr)=[CH:13][CH:12]=1.[S:21]([O-:24])([O-:23])=[O:22].[Na+:25].[Na+].O. Product: [C:11]1([O:10][CH2:9][CH2:8][S:21]([O-:24])(=[O:23])=[O:22])[CH:16]=[CH:15][C:14]([O:17][CH2:2][CH2:1][S:3]([O-:6])(=[O:5])=[O:4])=[CH:13][CH:12]=1.[Na+:25].[Na+:25]. (4) Reactant: [C:1]([O:4][CH2:5][CH2:6][C:7](=[O:9])[CH3:8])(=[O:3])[CH3:2].[Cl-].[Al+3].[Cl-].[Cl-].[Br:14]Br. Product: [C:1]([O:4][CH2:5][CH2:6][C:7](=[O:9])[CH2:8][Br:14])(=[O:3])[CH3:2]. The catalyst class is: 757. (5) Reactant: C[N:2](C)[CH:3]=[C:4]([C:14]1[CH:19]=[CH:18][N:17]=[C:16]([NH:20][CH:21]([CH3:23])[CH3:22])[N:15]=1)[C:5]([C:7]1[CH:12]=[CH:11][C:10]([F:13])=[CH:9][CH:8]=1)=O.O.[NH2:26]N. Product: [F:13][C:10]1[CH:11]=[CH:12][C:7]([C:5]2[C:4]([C:14]3[CH:19]=[CH:18][N:17]=[C:16]([NH:20][CH:21]([CH3:23])[CH3:22])[N:15]=3)=[CH:3][NH:2][N:26]=2)=[CH:8][CH:9]=1. The catalyst class is: 8. (6) Reactant: [C:1]([CH:3]([CH2:8][C:9]([CH3:12])([CH3:11])[CH3:10])[C:4](OC)=[O:5])#[N:2].[H-].C([Al+]CC(C)C)C(C)C.CO.Cl. Product: [CH:4]([CH:3]([CH2:8][C:9]([CH3:12])([CH3:11])[CH3:10])[C:1]#[N:2])=[O:5]. The catalyst class is: 7.